From a dataset of Forward reaction prediction with 1.9M reactions from USPTO patents (1976-2016). Predict the product of the given reaction. (1) Given the reactants I[C:2]1[CH:7]=[C:6]([O:8][CH3:9])[C:5]([O:10][CH3:11])=[CH:4][C:3]=1[CH2:12][C:13]([N:15]1[CH:20]=[CH:19][C:18](=[O:21])[CH2:17][CH:16]1[C:22]1[CH:27]=[CH:26][CH:25]=[CH:24][CH:23]=1)=[O:14].O.[CH3:29][N:30](C=O)C, predict the reaction product. The product is: [CH3:11][O:10][C:5]1[C:6]([O:8][CH3:9])=[CH:7][C:2]([C:29]#[N:30])=[C:3]([CH2:12][C:13](=[O:14])[N:15]2[CH:20]=[CH:19][C:18](=[O:21])[CH2:17][CH:16]2[C:22]2[CH:27]=[CH:26][CH:25]=[CH:24][CH:23]=2)[CH:4]=1. (2) Given the reactants [CH3:1][N:2]1[C:7](=[O:8])[CH:6]=[CH:5][C:4]([C:9](=O)[CH2:10][C@H:11]([C:19]2[CH:24]=[CH:23][C:22]([N:25]3[CH2:30][CH2:29][CH:28]([C:31]([OH:33])=[O:32])[CH2:27][CH2:26]3)=[CH:21][CH:20]=2)[C:12]2[CH:17]=[CH:16][CH:15]=[CH:14][C:13]=2[CH3:18])=[CH:3]1.Cl.[NH2:36][OH:37].C(=O)([O-])O.[Na+:42], predict the reaction product. The product is: [OH:37]/[N:36]=[C:9](/[C:4]1[CH:5]=[CH:6][C:7](=[O:8])[N:2]([CH3:1])[CH:3]=1)\[CH2:10][C@H:11]([C:19]1[CH:20]=[CH:21][C:22]([N:25]2[CH2:30][CH2:29][CH:28]([C:31]([O-:33])=[O:32])[CH2:27][CH2:26]2)=[CH:23][CH:24]=1)[C:12]1[CH:17]=[CH:16][CH:15]=[CH:14][C:13]=1[CH3:18].[Na+:42]. (3) Given the reactants [F:1][C:2]1[CH:19]=[CH:18][C:5]([C:6]([N:8]2[CH2:13][CH2:12][CH2:11][C@H:10]([C:14]([NH:16][OH:17])=[NH:15])[CH2:9]2)=[O:7])=[CH:4][CH:3]=1.[C:20]1([C@@H:26]([CH3:30])[C:27](O)=O)[CH:25]=[CH:24][CH:23]=[CH:22][CH:21]=1, predict the reaction product. The product is: [F:1][C:2]1[CH:19]=[CH:18][C:5]([C:6]([N:8]2[CH2:13][CH2:12][CH2:11][C@H:10]([C:14]3[N:15]=[C:27]([C@@H:26]([C:20]4[CH:25]=[CH:24][CH:23]=[CH:22][CH:21]=4)[CH3:30])[O:17][N:16]=3)[CH2:9]2)=[O:7])=[CH:4][CH:3]=1. (4) Given the reactants C(OC([NH:8][C@H:9]([CH:38]1[CH2:43][CH2:42][CH2:41][CH2:40][CH2:39]1)[CH2:10][N:11]1[C:16](=[O:17])[C:15]([C:18]2[CH:23]=[CH:22][CH:21]=[C:20]([O:24][CH3:25])[C:19]=2[F:26])=[C:14]([CH3:27])[N:13]([CH2:28][C:29]2[C:34]([F:35])=[CH:33][CH:32]=[CH:31][C:30]=2[F:36])[C:12]1=[O:37])=O)(C)(C)C.C(O)(C(F)(F)F)=O, predict the reaction product. The product is: [NH2:8][C@H:9]([CH:38]1[CH2:43][CH2:42][CH2:41][CH2:40][CH2:39]1)[CH2:10][N:11]1[C:16](=[O:17])[C:15]([C:18]2[CH:23]=[CH:22][CH:21]=[C:20]([O:24][CH3:25])[C:19]=2[F:26])=[C:14]([CH3:27])[N:13]([CH2:28][C:29]2[C:30]([F:36])=[CH:31][CH:32]=[CH:33][C:34]=2[F:35])[C:12]1=[O:37]. (5) Given the reactants C(OC([N:8]([O:24]C(OC(C)(C)C)=O)[C:9]1([CH3:23])[C:13](=[O:14])[N:12]([CH3:15])[N:11]=[C:10]1[C:16]1[CH:21]=[CH:20][CH:19]=[CH:18][C:17]=1[CH3:22])=O)(C)(C)C, predict the reaction product. The product is: [OH:24][NH:8][C:9]1([CH3:23])[C:13](=[O:14])[N:12]([CH3:15])[N:11]=[C:10]1[C:16]1[CH:21]=[CH:20][CH:19]=[CH:18][C:17]=1[CH3:22]. (6) Given the reactants [ClH:1].[CH3:2][N:3]1[CH:7]=[N:6][C:5]([C:8]2[CH:9]=[CH:10][C:11]([C:14]3[CH2:19][CH2:18][N:17](C(OC(C)(C)C)=O)[CH2:16][CH:15]=3)=[N:12][CH:13]=2)=[N:4]1, predict the reaction product. The product is: [ClH:1].[ClH:1].[CH3:2][N:3]1[CH:7]=[N:6][C:5]([C:8]2[CH:9]=[CH:10][C:11]([C:14]3[CH2:19][CH2:18][NH:17][CH2:16][CH:15]=3)=[N:12][CH:13]=2)=[N:4]1.